The task is: Binary Classification. Given a drug SMILES string, predict its activity (active/inactive) in a high-throughput screening assay against a specified biological target.. This data is from KCNQ2 potassium channel screen with 302,405 compounds. (1) The compound is O(C1=C/C(=C\NN\C=C2\C(Nc3ccccc3)=C(C(=O)N=C2)C#N)C=CC1=O)C. The result is 0 (inactive). (2) The compound is O=C1N(C(=O)c2c1cc(cc2)C(=O)NCc1occc1)C. The result is 0 (inactive).